This data is from Full USPTO retrosynthesis dataset with 1.9M reactions from patents (1976-2016). The task is: Predict the reactants needed to synthesize the given product. (1) Given the product [N+:1]([C:4]1[O:8][C:7]([C:9]([N:24]2[CH2:23][CH2:22][N:21]([C:18]3[CH:17]=[CH:16][C:15]([C:13](=[O:14])[CH3:12])=[CH:20][CH:19]=3)[CH2:26][CH2:25]2)=[O:10])=[CH:6][CH:5]=1)([O-:3])=[O:2], predict the reactants needed to synthesize it. The reactants are: [N+:1]([C:4]1[O:8][C:7]([C:9](Cl)=[O:10])=[CH:6][CH:5]=1)([O-:3])=[O:2].[CH3:12][C:13]([C:15]1[CH:20]=[CH:19][C:18]([N:21]2[CH2:26][CH2:25][NH:24][CH2:23][CH2:22]2)=[CH:17][CH:16]=1)=[O:14]. (2) Given the product [C:7]([Si:11]([CH3:43])([CH3:42])[O:12][C@@H:13]1[CH2:37][CH2:36][C@@:35]2([CH3:38])[CH:15]([CH2:16][C@@H:17]([OH:41])[C@@H:18]3[C@@H:34]2[CH2:33][C@H:32]([OH:39])[C@@:31]2([CH3:40])[C@H:19]3[CH2:20][CH2:21][C@@H:22]2[C@H:23]([CH3:30])[CH2:24][CH2:25][CH2:26][OH:27])[CH2:14]1)([CH3:9])([CH3:10])[CH3:8], predict the reactants needed to synthesize it. The reactants are: [H-].[Al+3].[Li+].[H-].[H-].[H-].[C:7]([Si:11]([CH3:43])([CH3:42])[O:12][C@@H:13]1[CH2:37][CH2:36][C@@:35]2([CH3:38])[CH:15]([CH2:16][C@@H:17]([OH:41])[C@@H:18]3[C@@H:34]2[CH2:33][C@H:32]([OH:39])[C@@:31]2([CH3:40])[C@H:19]3[CH2:20][CH2:21][C@@H:22]2[C@H:23]([CH3:30])[CH2:24][CH2:25][C:26](OC)=[O:27])[CH2:14]1)([CH3:10])([CH3:9])[CH3:8].O. (3) Given the product [CH3:1][C@@H:2]1[NH:3][CH2:4][CH2:5][N:6]([CH:8]2[CH2:9][O:10][CH2:11]2)[CH2:7]1, predict the reactants needed to synthesize it. The reactants are: [CH3:1][C@H:2]1[CH2:7][N:6]([CH:8]2[CH2:11][O:10][CH2:9]2)[CH2:5][CH2:4][N:3]1C(OC(C)(C)C)=O.FC(F)(F)C(O)=O.